Dataset: Forward reaction prediction with 1.9M reactions from USPTO patents (1976-2016). Task: Predict the product of the given reaction. (1) Given the reactants [CH:1]([N:4]1[C:8]([C:9]2[N:18]=[C:17]3[N:11]([CH2:12][CH2:13][O:14][C:15]4[CH:22]=[C:21](O)[N:20]=[CH:19][C:16]=43)[CH:10]=2)=[N:7][CH:6]=[N:5]1)([CH3:3])[CH3:2].Cl.[OH:25][CH:26]1[CH2:29][NH:28][CH2:27]1.CCN(C(C)C)C(C)C.CO, predict the reaction product. The product is: [CH:1]([N:4]1[C:8]([C:9]2[N:18]=[C:17]3[C:16]4[CH:19]=[N:20][C:21]([N:28]5[CH2:29][CH:26]([OH:25])[CH2:27]5)=[CH:22][C:15]=4[O:14][CH2:13][CH2:12][N:11]3[CH:10]=2)=[N:7][CH:6]=[N:5]1)([CH3:2])[CH3:3]. (2) The product is: [Br:1][C:2]1[CH:3]=[CH:4][C:5]([C:8]([CH3:12])([CH3:11])[CH2:9][O:10][CH3:16])=[CH:6][CH:7]=1. Given the reactants [Br:1][C:2]1[CH:7]=[CH:6][C:5]([C:8]([CH3:12])([CH3:11])[CH2:9][OH:10])=[CH:4][CH:3]=1.[H-].[Na+].I[CH3:16], predict the reaction product. (3) The product is: [CH:3](=[O:2])/[CH:4]=[CH:5]/[CH:6]=[CH:7][CH2:8]/[CH:9]=[CH:10]\[CH2:11][CH3:12]. Given the reactants C[O:2][CH:3](OC)/[CH:4]=[CH:5]/[CH:6]=[CH:7][CH2:8]/[CH:9]=[CH:10]\[CH2:11][CH3:12].O, predict the reaction product.